This data is from Reaction yield outcomes from USPTO patents with 853,638 reactions. The task is: Predict the reaction yield, written as a fraction of the theoretical maximum amount of product (1.0 means a 100% yield; for example, 0.34 means a 34% yield). (1) The reactants are Br[C:2]1[N:7]=[C:6]([C:8]([OH:10])=[O:9])[CH:5]=[CH:4][CH:3]=1.[F:11][C:12]1[CH:17]=[CH:16][CH:15]=[C:14]([F:18])[C:13]=1B(O)O. The catalyst is C1C=CC(P(C2C=CC=CC=2)[C-]2C=CC=C2)=CC=1.C1C=CC(P(C2C=CC=CC=2)[C-]2C=CC=C2)=CC=1.Cl[Pd]Cl.[Fe+2].C(Cl)Cl. The product is [F:11][C:12]1[CH:17]=[CH:16][CH:15]=[C:14]([F:18])[C:13]=1[C:2]1[N:7]=[C:6]([C:8]([OH:10])=[O:9])[CH:5]=[CH:4][CH:3]=1. The yield is 0.380. (2) The catalyst is O1CCCC1. The reactants are [NH2:1][C:2]1[CH:11]=[CH:10][CH:9]=[C:8]2[C:3]=1[C:4](=[O:21])[N:5]([CH:13]1[CH2:18][CH2:17][C:16](=[O:19])[NH:15][C:14]1=[O:20])[C:6]([CH3:12])=[N:7]2.[CH3:22][O:23][CH2:24][C:25](Cl)=[O:26]. The yield is 0.350. The product is [O:20]=[C:14]1[CH:13]([N:5]2[C:4](=[O:21])[C:3]3[C:8](=[CH:9][CH:10]=[CH:11][C:2]=3[NH:1][C:25](=[O:26])[CH2:24][O:23][CH3:22])[N:7]=[C:6]2[CH3:12])[CH2:18][CH2:17][C:16](=[O:19])[NH:15]1. (3) The reactants are C([O:3][C:4]([CH:6]1[CH2:11][N:10]([CH2:12][C:13]2[CH:18]=[C:17]([O:19][CH3:20])[C:16]([O:21][CH3:22])=[C:15]([O:23][CH3:24])[CH:14]=2)[CH2:9][CH2:8][N:7]1[CH2:25][CH2:26][CH2:27][CH2:28][CH2:29][CH:30]([C:38]1[CH:43]=[CH:42][C:41]([F:44])=[CH:40][CH:39]=1)[C:31]1[CH:36]=[CH:35][C:34]([F:37])=[CH:33][CH:32]=1)=[O:5])C.[Li+].[OH-]. The catalyst is C1COCC1.CO.O. The product is [F:44][C:41]1[CH:42]=[CH:43][C:38]([CH:30]([C:31]2[CH:32]=[CH:33][C:34]([F:37])=[CH:35][CH:36]=2)[CH2:29][CH2:28][CH2:27][CH2:26][CH2:25][N:7]2[CH2:8][CH2:9][N:10]([CH2:12][C:13]3[CH:18]=[C:17]([O:19][CH3:20])[C:16]([O:21][CH3:22])=[C:15]([O:23][CH3:24])[CH:14]=3)[CH2:11][CH:6]2[C:4]([OH:5])=[O:3])=[CH:39][CH:40]=1. The yield is 0.510. (4) The reactants are C(N(C(C)C)CC)(C)C.[NH2:10][C:11]1[CH:26]=[CH:25][C:24]([Cl:27])=[CH:23][C:12]=1[C:13]([NH:15][CH2:16][CH:17]1[CH2:22][CH2:21][CH2:20][CH2:19][CH2:18]1)=[O:14].[CH:28]1[C:37]2[CH:36]=[CH:35][CH:34]=[C:33]([C:38](O)=[O:39])[C:32]=2[CH:31]=[CH:30][N:29]=1.CN(C(ON1N=NC2C=CC=NC1=2)=[N+](C)C)C.F[P-](F)(F)(F)(F)F. The yield is 0.230. No catalyst specified. The product is [Cl:27][C:24]1[CH:25]=[CH:26][C:11]([NH:10][C:38]([C:33]2[C:32]3[CH:31]=[CH:30][N:29]=[CH:28][C:37]=3[CH:36]=[CH:35][CH:34]=2)=[O:39])=[C:12]([C:13]([NH:15][CH2:16][CH:17]2[CH2:22][CH2:21][CH2:20][CH2:19][CH2:18]2)=[O:14])[CH:23]=1. (5) The reactants are [O:1]1[CH:5]=[CH:4][C:3]([C:6]2[NH:17][C:9]3=[N:10][CH:11]=[CH:12][C:13]([C:14]([OH:16])=O)=[C:8]3[N:7]=2)=[CH:2]1.C1CN([P+](ON2N=NC3C=CC=CC2=3)(N2CCCC2)N2CCCC2)CC1.F[P-](F)(F)(F)(F)F.[CH3:51][S:52]([NH:55][C:56]1[CH:64]=[CH:63][C:59]([CH2:60][CH2:61][NH2:62])=[CH:58][CH:57]=1)(=[O:54])=[O:53]. The catalyst is CN(C=O)C. The product is [CH3:51][S:52]([NH:55][C:56]1[CH:64]=[CH:63][C:59]([CH2:60][CH2:61][NH:62][C:14]([C:13]2[CH:12]=[CH:11][N:10]=[C:9]3[NH:17][C:6]([C:3]4[CH:4]=[CH:5][O:1][CH:2]=4)=[N:7][C:8]=23)=[O:16])=[CH:58][CH:57]=1)(=[O:54])=[O:53]. The yield is 0.450. (6) The reactants are [CH:1]1[C:10]2[C:5](=[CH:6][CH:7]=[CH:8][CH:9]=2)[CH:4]=[CH:3][C:2]=1[S:11]([CH:14]1[CH2:19][CH2:18][NH:17][CH2:16][CH2:15]1)(=[O:13])=[O:12].Cl[C:21]1[CH:26]=[CH:25][C:24]([N+:27]([O-:29])=[O:28])=[CH:23][N:22]=1. No catalyst specified. The product is [CH:1]1[C:10]2[C:5](=[CH:6][CH:7]=[CH:8][CH:9]=2)[CH:4]=[CH:3][C:2]=1[S:11]([CH:14]1[CH2:19][CH2:18][N:17]([C:21]2[CH:26]=[CH:25][C:24]([N+:27]([O-:29])=[O:28])=[CH:23][N:22]=2)[CH2:16][CH2:15]1)(=[O:12])=[O:13]. The yield is 0.310. (7) The reactants are [C:1]1([C:26]2[CH:31]=[CH:30][CH:29]=[CH:28][CH:27]=2)[CH:6]=[CH:5][CH:4]=[C:3]([C:7]2[O:8][C:9]([CH3:25])=[C:10]([CH2:12][CH2:13][O:14]S(C3C=CC(C)=CC=3)(=O)=O)[N:11]=2)[CH:2]=1.C([O:34][C:35](=[O:57])[C:36]([CH3:56])([O:45][C:46]1[CH:51]=[CH:50][C:49]([C:52]([CH3:55])([CH3:54])[CH3:53])=[CH:48][CH:47]=1)[CH2:37][C:38]1[CH:43]=[CH:42][C:41](O)=[CH:40][CH:39]=1)C. The catalyst is C(O)C. The product is [C:1]1([C:26]2[CH:27]=[CH:28][CH:29]=[CH:30][CH:31]=2)[CH:6]=[CH:5][CH:4]=[C:3]([C:7]2[O:8][C:9]([CH3:25])=[C:10]([CH2:12][CH2:13][O:14][C:41]3[CH:40]=[CH:39][C:38]([CH2:37][C:36]([CH3:56])([O:45][C:46]4[CH:51]=[CH:50][C:49]([C:52]([CH3:55])([CH3:54])[CH3:53])=[CH:48][CH:47]=4)[C:35]([OH:57])=[O:34])=[CH:43][CH:42]=3)[N:11]=2)[CH:2]=1. The yield is 0.450. (8) The reactants are [CH2:1]([O:4][C:5]1[CH:6]=[C:7]([CH:12]=[CH:13][C:14]=1[CH:15]=[CH2:16])[C:8]([O:10][CH3:11])=[O:9])C=C. The catalyst is C(Cl)Cl.C(P(C1CCCCC1)(C1CCCCC1)C1CCCCC1)(P(C1CCCCC1)(C1CCCCC1)C1CCCCC1)C1C=CC=CC=1.Cl[Ru]Cl. The product is [O:4]1[C:5]2[C:14](=[CH:13][CH:12]=[C:7]([C:8]([O:10][CH3:11])=[O:9])[CH:6]=2)[CH:15]=[CH:16][CH2:1]1. The yield is 0.640. (9) The reactants are [Cl:1][C:2]1[N:7]=[C:6]([CH:8](O)[CH3:9])[CH:5]=[CH:4][N:3]=1.C(N(S(F)(F)[F:17])CC)C. The catalyst is ClCCl. The product is [Cl:1][C:2]1[N:7]=[C:6]([CH:8]([F:17])[CH3:9])[CH:5]=[CH:4][N:3]=1. The yield is 0.490. (10) The reactants are O1CCCC1.[NH2:6][C:7]1[C:12]([C:13]2[O:17][N:16]=[C:15]([CH2:18][C:19]3[CH:24]=[CH:23][C:22]([OH:25])=[CH:21][CH:20]=3)[CH:14]=2)=[CH:11][CH:10]=[C:9]([NH2:26])[N:8]=1.[OH-].[Na+].[Cl:29][C:30]1[CH:31]=[CH:32][C:33]([CH2:36]Cl)=[N:34][CH:35]=1. The catalyst is CN(C)C=O. The product is [Cl:29][C:30]1[CH:31]=[CH:32][C:33]([CH2:36][O:25][C:22]2[CH:23]=[CH:24][C:19]([CH2:18][C:15]3[CH:14]=[C:13]([C:12]4[C:7]([NH2:6])=[N:8][C:9]([NH2:26])=[CH:10][CH:11]=4)[O:17][N:16]=3)=[CH:20][CH:21]=2)=[N:34][CH:35]=1. The yield is 0.890.